Task: Predict the product of the given reaction.. Dataset: Forward reaction prediction with 1.9M reactions from USPTO patents (1976-2016) Given the reactants C([O:3][C:4](=[O:15])[CH2:5][CH:6]([C:13]#[N:14])[CH2:7][C@H:8]([CH3:12])[CH2:9][CH2:10][CH3:11])C.O1CCCC1.[OH-].[Na+:22], predict the reaction product. The product is: [OH-:3].[Na+:22].[Na+:22].[C:13]([CH:6]([CH2:7][C@H:8]([CH3:12])[CH2:9][CH2:10][CH3:11])[CH2:5][C:4]([O-:15])=[O:3])#[N:14].